The task is: Regression. Given a peptide amino acid sequence and an MHC pseudo amino acid sequence, predict their binding affinity value. This is MHC class I binding data.. This data is from Peptide-MHC class I binding affinity with 185,985 pairs from IEDB/IMGT. (1) The peptide sequence is FTIMAAILAY. The MHC is HLA-A26:01 with pseudo-sequence HLA-A26:01. The binding affinity (normalized) is 0.630. (2) The peptide sequence is YLKKLDDFY. The MHC is HLA-A02:19 with pseudo-sequence HLA-A02:19. The binding affinity (normalized) is 0.0847.